From a dataset of NCI-60 drug combinations with 297,098 pairs across 59 cell lines. Regression. Given two drug SMILES strings and cell line genomic features, predict the synergy score measuring deviation from expected non-interaction effect. (1) Drug 1: C1CC(C1)(C(=O)O)C(=O)O.[NH2-].[NH2-].[Pt+2]. Drug 2: CC12CCC3C(C1CCC2O)C(CC4=C3C=CC(=C4)O)CCCCCCCCCS(=O)CCCC(C(F)(F)F)(F)F. Cell line: RPMI-8226. Synergy scores: CSS=4.61, Synergy_ZIP=-3.23, Synergy_Bliss=-0.382, Synergy_Loewe=-2.68, Synergy_HSA=-0.398. (2) Drug 1: CCC(=C(C1=CC=CC=C1)C2=CC=C(C=C2)OCCN(C)C)C3=CC=CC=C3.C(C(=O)O)C(CC(=O)O)(C(=O)O)O. Drug 2: CC1=C(C=C(C=C1)C(=O)NC2=CC(=CC(=C2)C(F)(F)F)N3C=C(N=C3)C)NC4=NC=CC(=N4)C5=CN=CC=C5. Cell line: 786-0. Synergy scores: CSS=8.19, Synergy_ZIP=-6.48, Synergy_Bliss=-10.8, Synergy_Loewe=-5.40, Synergy_HSA=-4.17. (3) Drug 1: C1=CC(=CC=C1CCC2=CNC3=C2C(=O)NC(=N3)N)C(=O)NC(CCC(=O)O)C(=O)O. Drug 2: CC12CCC3C(C1CCC2O)C(CC4=C3C=CC(=C4)O)CCCCCCCCCS(=O)CCCC(C(F)(F)F)(F)F. Cell line: HOP-92. Synergy scores: CSS=12.2, Synergy_ZIP=-5.46, Synergy_Bliss=-4.91, Synergy_Loewe=-3.66, Synergy_HSA=-1.78.